Dataset: Forward reaction prediction with 1.9M reactions from USPTO patents (1976-2016). Task: Predict the product of the given reaction. (1) Given the reactants CN(C=O)C.Br[C:7]1[O:11][C:10]([C:12]2[CH:13]=[C:14]([CH:31]=[CH:32][CH:33]=2)[CH2:15][N:16]2[C:21](=[O:22])[CH:20]=[CH:19][C:18]([C:23]3[CH:28]=[C:27]([F:29])[CH:26]=[C:25]([F:30])[CH:24]=3)=[N:17]2)=[N:9][CH:8]=1.CC1(C)C(C)(C)OB([C:42]2[CH:43]=[N:44][N:45]([CH:47]3[CH2:52][CH2:51][N:50]([C:53]([O:55][C:56]([CH3:59])([CH3:58])[CH3:57])=[O:54])[CH2:49][CH2:48]3)[CH:46]=2)O1.O.O.O.P([O-])([O-])([O-])=O.[K+].[K+].[K+], predict the reaction product. The product is: [F:30][C:25]1[CH:24]=[C:23]([C:18]2[CH:19]=[CH:20][C:21](=[O:22])[N:16]([CH2:15][C:14]3[CH:13]=[C:12]([C:10]4[O:11][C:7]([C:42]5[CH:43]=[N:44][N:45]([CH:47]6[CH2:48][CH2:49][N:50]([C:53]([O:55][C:56]([CH3:59])([CH3:58])[CH3:57])=[O:54])[CH2:51][CH2:52]6)[CH:46]=5)=[CH:8][N:9]=4)[CH:33]=[CH:32][CH:31]=3)[N:17]=2)[CH:28]=[C:27]([F:29])[CH:26]=1. (2) Given the reactants [CH3:1][O:2][C:3]1[CH:8]=[CH:7][CH:6]=[CH:5][C:4]=1[N:9]([CH2:20][C:21]([OH:23])=O)[S:10]([C:13]1[C:14]([CH3:19])=[CH:15][CH:16]=[CH:17][CH:18]=1)(=[O:12])=[O:11].[CH2:24]([NH:26][CH2:27][CH2:28][C:29]#[N:30])[CH3:25], predict the reaction product. The product is: [C:29]([CH2:28][CH2:27][N:26]([CH2:24][CH3:25])[C:21](=[O:23])[CH2:20][N:9]([C:4]1[CH:5]=[CH:6][CH:7]=[CH:8][C:3]=1[O:2][CH3:1])[S:10]([C:13]1[C:14]([CH3:19])=[CH:15][CH:16]=[CH:17][CH:18]=1)(=[O:12])=[O:11])#[N:30]. (3) Given the reactants COC1C=C(NC2C3C(=C(C)C=C(S(C4C=CC=C(C(=O)NC5C=CC(C6C=CC(CCCC=O)=CC=6)=CC=5)C=4)(=O)=O)C=3)N=CC=2C(N)=O)C=CC=1.[OH:53][CH2:54][CH2:55][CH2:56][C:57]1[CH:62]=[CH:61][C:60]([C:63]2[CH:68]=[CH:67][CH:66]=[C:65]([S:69]([C:72]3[CH:73]=[C:74]4[C:79](=[C:80]([CH3:82])[CH:81]=3)[N:78]=[CH:77][C:76]([C:83]([NH2:85])=[O:84])=[C:75]4[NH:86][C:87]3[CH:92]=[CH:91][CH:90]=[C:89]([O:93][CH3:94])[CH:88]=3)(=[O:71])=[O:70])[CH:64]=2)=[CH:59][CH:58]=1, predict the reaction product. The product is: [CH3:94][O:93][C:89]1[CH:88]=[C:87]([NH:86][C:75]2[C:74]3[C:79](=[C:80]([CH3:82])[CH:81]=[C:72]([S:69]([C:65]4[CH:64]=[C:63]([C:60]5[CH:61]=[CH:62][C:57]([CH2:56][CH2:55][CH:54]=[O:53])=[CH:58][CH:59]=5)[CH:68]=[CH:67][CH:66]=4)(=[O:70])=[O:71])[CH:73]=3)[N:78]=[CH:77][C:76]=2[C:83]([NH2:85])=[O:84])[CH:92]=[CH:91][CH:90]=1. (4) Given the reactants CCN(S(F)(F)[F:7])CC.[Br:10][C:11]1[CH:12]=[C:13]2[C:18]([NH:19][C@@H:20]3[CH2:24][N:23]([C:25]([O:27][CH2:28][C:29]4[CH:34]=[CH:33][CH:32]=[CH:31][CH:30]=4)=[O:26])[CH2:22][C@:21]3(O)[CH3:35])=[C:17]([C:37]#[N:38])[CH:16]=[N:15][N:14]2[CH:39]=1, predict the reaction product. The product is: [Br:10][C:11]1[CH:12]=[C:13]2[C:18]([NH:19][C@@H:20]3[CH2:24][N:23]([C:25]([O:27][CH2:28][C:29]4[CH:34]=[CH:33][CH:32]=[CH:31][CH:30]=4)=[O:26])[CH2:22][C@@:21]3([F:7])[CH3:35])=[C:17]([C:37]#[N:38])[CH:16]=[N:15][N:14]2[CH:39]=1.